This data is from CYP2C19 inhibition data for predicting drug metabolism from PubChem BioAssay. The task is: Regression/Classification. Given a drug SMILES string, predict its absorption, distribution, metabolism, or excretion properties. Task type varies by dataset: regression for continuous measurements (e.g., permeability, clearance, half-life) or binary classification for categorical outcomes (e.g., BBB penetration, CYP inhibition). Dataset: cyp2c19_veith. (1) The drug is O=C(CCCN1CCC(n2c(=O)[nH]c3ccccc32)CC1)c1ccc(F)cc1. The result is 0 (non-inhibitor). (2) The compound is O=C1COc2ccccc2CN1. The result is 0 (non-inhibitor). (3) The molecule is C[C@H](Oc1ccccc1)C(=O)N[C@@H]1C(=O)N2[C@@H](C(=O)[O-])C(C)(C)S[C@H]12.[K+]. The result is 0 (non-inhibitor). (4) The result is 1 (inhibitor). The compound is COc1ccc(CCNC(=O)c2cc(-c3cc(Cl)cc(Cl)c3)oc2C)cc1. (5) The drug is NCc1ccccc1CC(=O)N[C@@H]1C(=O)N2C(C(=O)O)=C(CSc3nnnn3CC(=O)O)CS[C@@H]12. The result is 0 (non-inhibitor).